Dataset: Forward reaction prediction with 1.9M reactions from USPTO patents (1976-2016). Task: Predict the product of the given reaction. (1) Given the reactants [CH3:1][C:2]1[C:6]([C:7]2[CH:8]=[C:9]([CH:26]=[O:27])[C:10]3[N:14]=[C:13]([O:15]CC)[N:12](C(OC(C)(C)C)=O)[C:11]=3[CH:25]=2)=[C:5]([CH3:28])[O:4][N:3]=1.[F:29][C:30]([F:36])([F:35])[C:31]([F:34])([F:33])I.CN(C=O)C.CN(C(N(C)C)=C(N(C)C)N(C)C)C, predict the reaction product. The product is: [CH3:1][C:2]1[C:6]([C:7]2[CH:8]=[C:9]([CH:26]([OH:27])[C:31]([F:34])([F:33])[C:30]([F:36])([F:35])[F:29])[C:10]3[NH:14][C:13](=[O:15])[NH:12][C:11]=3[CH:25]=2)=[C:5]([CH3:28])[O:4][N:3]=1. (2) Given the reactants [NH2:1][CH2:2][CH2:3][N:4]1[C:9]2[CH:10]=[C:11]([C:18]([N:20]([CH:34]([CH3:36])[CH3:35])[C@@H:21]3[CH2:26][CH2:25][CH2:24][N:23]([C:27]([O:29][C:30]([CH3:33])([CH3:32])[CH3:31])=[O:28])[CH2:22]3)=[O:19])[C:12]([C:14]([F:17])([F:16])[F:15])=[CH:13][C:8]=2[O:7][C:6]([CH3:38])([CH3:37])[C:5]1=[O:39].[F:40][C:41]([F:47])([F:46])[C:42](=O)[CH2:43][CH3:44].C(N(C(C)C)CC)(C)C.C([BH3-])#N.[Na+].C(=O)([O-])O.[Na+], predict the reaction product. The product is: [CH3:38][C:6]1([CH3:37])[C:5](=[O:39])[N:4]([CH2:3][CH2:2][NH:1][CH:42]([C:41]([F:47])([F:46])[F:40])[CH2:43][CH3:44])[C:9]2[CH:10]=[C:11]([C:18]([N:20]([CH:34]([CH3:35])[CH3:36])[C@@H:21]3[CH2:26][CH2:25][CH2:24][N:23]([C:27]([O:29][C:30]([CH3:31])([CH3:32])[CH3:33])=[O:28])[CH2:22]3)=[O:19])[C:12]([C:14]([F:15])([F:17])[F:16])=[CH:13][C:8]=2[O:7]1. (3) Given the reactants C(=O)([O-])[O-:2].[K+].[K+].[NH2:7][C:8]1[C:13]([C:14]#[N:15])=[C:12]([NH:16][C@H:17]([C:19]2[N:23]([C:24]3[CH:25]=[N:26][CH:27]=[CH:28][CH:29]=3)[C:22]3[CH:30]=[C:31]([F:34])[CH:32]=[CH:33][C:21]=3[N:20]=2)[CH3:18])[N:11]=[CH:10][N:9]=1.OO, predict the reaction product. The product is: [NH2:7][C:8]1[C:13]([C:14]([NH2:15])=[O:2])=[C:12]([NH:16][C@H:17]([C:19]2[N:23]([C:24]3[CH:25]=[N:26][CH:27]=[CH:28][CH:29]=3)[C:22]3[CH:30]=[C:31]([F:34])[CH:32]=[CH:33][C:21]=3[N:20]=2)[CH3:18])[N:11]=[CH:10][N:9]=1. (4) Given the reactants Br[CH2:2][CH2:3][C:4]1[CH:9]=[CH:8][C:7]([N+:10]([O-:12])=[O:11])=[CH:6][C:5]=1[Cl:13].[Cl:14][C:15]1[CH:16]=[C:17]([CH:20]=[CH:21][CH:22]=1)[CH2:18][NH2:19].O, predict the reaction product. The product is: [Cl:13][C:5]1[CH:6]=[C:7]([N+:10]([O-:12])=[O:11])[CH:8]=[CH:9][C:4]=1[CH2:3][CH2:2][NH:19][CH2:18][C:17]1[CH:20]=[CH:21][CH:22]=[C:15]([Cl:14])[CH:16]=1.